Dataset: Peptide-MHC class I binding affinity with 185,985 pairs from IEDB/IMGT. Task: Regression. Given a peptide amino acid sequence and an MHC pseudo amino acid sequence, predict their binding affinity value. This is MHC class I binding data. (1) The peptide sequence is ALMTLDDLA. The MHC is HLA-A02:01 with pseudo-sequence HLA-A02:01. The binding affinity (normalized) is 0.611. (2) The peptide sequence is NYPASLHKF. The MHC is HLA-B08:01 with pseudo-sequence HLA-B08:01. The binding affinity (normalized) is 0.0847. (3) The peptide sequence is AVGVVCTGL. The MHC is HLA-A02:01 with pseudo-sequence HLA-A02:01. The binding affinity (normalized) is 0.0847. (4) The peptide sequence is RYSIFFDY. The MHC is HLA-B15:01 with pseudo-sequence HLA-B15:01. The binding affinity (normalized) is 0.213. (5) The peptide sequence is LQKIPLQWF. The MHC is HLA-B39:01 with pseudo-sequence HLA-B39:01. The binding affinity (normalized) is 0.0847. (6) The peptide sequence is VTIPQIGGM. The MHC is HLA-B39:01 with pseudo-sequence HLA-B39:01. The binding affinity (normalized) is 0.0847. (7) The peptide sequence is AQLYAYAGF. The MHC is HLA-A31:01 with pseudo-sequence HLA-A31:01. The binding affinity (normalized) is 0.0847.